From a dataset of Forward reaction prediction with 1.9M reactions from USPTO patents (1976-2016). Predict the product of the given reaction. (1) Given the reactants [Br:1][C:2]1[CH:8]=[CH:7][CH:6]=[CH:5][C:3]=1[NH2:4].N([O-])=[O:10].[Na+].[C:13]([O-])(=O)[CH3:14].[Na+].[CH2:18]([O:20][C:21]([CH:23]1[CH2:27][CH2:26][CH2:25][C:24]1=[O:28])=[O:22])[CH3:19], predict the reaction product. The product is: [Br:1][C:2]1[CH:8]=[CH:7][CH:6]=[C:5]2[C:3]=1[NH:4][C:25]([C:24]([O:28][CH2:13][CH3:14])=[O:10])=[C:26]2[CH2:27][CH2:23][C:21]([O:20][CH2:18][CH3:19])=[O:22]. (2) Given the reactants [C:1]([CH2:4][O:5][C@H:6]1[C@H:11]([C:12]2[CH:17]=[CH:16][C:15]([O:18][CH2:19][CH2:20][CH2:21][O:22][CH3:23])=[CH:14][CH:13]=2)[C@@H:10]([O:24][CH2:25][C:26]2[CH:27]=[CH:28][C:29]3[O:34][CH2:33][CH2:32][N:31]([CH2:35][CH2:36][CH2:37][O:38][CH3:39])[C:30]=3[CH:40]=2)[CH2:9][N:8]([C:41]([O:43][CH2:44][C:45]2[CH:50]=[CH:49][CH:48]=[CH:47][CH:46]=2)=[O:42])[CH2:7]1)(O)=[O:2].[NH:51]1[CH2:56][CH2:55][O:54][CH2:53][CH2:52]1, predict the reaction product. The product is: [CH3:23][O:22][CH2:21][CH2:20][CH2:19][O:18][C:15]1[CH:16]=[CH:17][C:12]([C@H:11]2[C@H:6]([O:5][CH2:4][C:1]([N:51]3[CH2:56][CH2:55][O:54][CH2:53][CH2:52]3)=[O:2])[CH2:7][N:8]([C:41]([O:43][CH2:44][C:45]3[CH:50]=[CH:49][CH:48]=[CH:47][CH:46]=3)=[O:42])[CH2:9][C@@H:10]2[O:24][CH2:25][C:26]2[CH:27]=[CH:28][C:29]3[O:34][CH2:33][CH2:32][N:31]([CH2:35][CH2:36][CH2:37][O:38][CH3:39])[C:30]=3[CH:40]=2)=[CH:13][CH:14]=1. (3) Given the reactants [CH:1]1[C:13]2[N:12]([C:14]3[C:19]([C:20]([O:22][CH3:23])=[O:21])=[CH:18][N:17]=[CH:16][CH:15]=3)[C:11]3[C:6](=[CH:7][CH:8]=[CH:9][CH:10]=3)[C:5]=2[CH:4]=[CH:3][CH:2]=1.[Br:24]N1C(=O)CCC1=O.O, predict the reaction product. The product is: [Br:24][C:3]1[CH:2]=[CH:1][C:13]2[N:12]([C:14]3[C:19]([C:20]([O:22][CH3:23])=[O:21])=[CH:18][N:17]=[CH:16][CH:15]=3)[C:11]3[C:6]([C:5]=2[CH:4]=1)=[CH:7][CH:8]=[CH:9][CH:10]=3. (4) Given the reactants [CH3:1][C:2]1[CH:7]=[CH:6][CH:5]=[CH:4][C:3]=1B(O)O.ClC1C=CC(C)=C(B(O)O)C=1.[Cl:22][C:23]1[CH:31]=[CH:30][C:26]([C:27](Cl)=[O:28])=[C:25]([CH3:32])[CH:24]=1, predict the reaction product. The product is: [Cl:22][C:23]1[CH:31]=[CH:30][C:26]([C:27]([C:3]2[CH:4]=[CH:5][CH:6]=[CH:7][C:2]=2[CH3:1])=[O:28])=[C:25]([CH3:32])[CH:24]=1. (5) Given the reactants [N:1]1([C:6]2[CH:7]=[C:8]3[C:13](=[CH:14][CH:15]=2)[N:12]=[C:11]([C:16]2[CH:21]=[CH:20][CH:19]=[CH:18][CH:17]=2)[N:10]=[CH:9]3)[CH:5]=[CH:4][N:3]=[CH:2]1.[P:22](=[O:26])([OH:25])([OH:24])[OH:23], predict the reaction product. The product is: [P:22]([OH:26])([OH:25])([OH:24])=[O:23].[N:1]1([C:6]2[CH:7]=[C:8]3[C:13](=[CH:14][CH:15]=2)[N:12]=[C:11]([C:16]2[CH:21]=[CH:20][CH:19]=[CH:18][CH:17]=2)[N:10]=[CH:9]3)[CH:5]=[CH:4][N:3]=[CH:2]1. (6) Given the reactants [CH3:1][C:2]1[C:10]2[C:5](=[CH:6][CH:7]=[CH:8][C:9]=2[NH:11][C:12]([C:14]2[N:18]3[CH:19]=[CH:20][C:21]([CH2:23][CH:24]=O)=[CH:22][C:17]3=[N:16][CH:15]=2)=[O:13])[N:4]([CH2:26][C:27]2[CH:32]=[CH:31][CH:30]=[C:29]([CH3:33])[N:28]=2)[N:3]=1.[CH3:34][N:35]1[CH2:40][CH2:39][NH:38][CH2:37][CH2:36]1, predict the reaction product. The product is: [CH3:1][C:2]1[C:10]2[C:5](=[CH:6][CH:7]=[CH:8][C:9]=2[NH:11][C:12]([C:14]2[N:18]3[CH:19]=[CH:20][C:21]([CH2:23][CH2:24][N:38]4[CH2:39][CH2:40][N:35]([CH3:34])[CH2:36][CH2:37]4)=[CH:22][C:17]3=[N:16][CH:15]=2)=[O:13])[N:4]([CH2:26][C:27]2[CH:32]=[CH:31][CH:30]=[C:29]([CH3:33])[N:28]=2)[N:3]=1. (7) Given the reactants [CH3:1][N:2]1[CH:6]=[C:5]([N:7]2[C:19]3[C:18]4[CH:17]=[C:16]([C:20]5[CH:21]=[N:22][CH:23]=[CH:24][CH:25]=5)[CH:15]=[CH:14][C:13]=4[N:12]=[CH:11][C:10]=3[N:9]([CH3:26])[C:8]2=O)[C:4]([CH3:28])=[N:3]1.COC1C=CC(P2(SP(C3C=CC(OC)=CC=3)(=S)S2)=[S:38])=CC=1, predict the reaction product. The product is: [CH3:1][N:2]1[CH:6]=[C:5]([N:7]2[C:19]3[C:18]4[CH:17]=[C:16]([C:20]5[CH:21]=[N:22][CH:23]=[CH:24][CH:25]=5)[CH:15]=[CH:14][C:13]=4[N:12]=[CH:11][C:10]=3[N:9]([CH3:26])[C:8]2=[S:38])[C:4]([CH3:28])=[N:3]1.